Task: Predict the reactants needed to synthesize the given product.. Dataset: Full USPTO retrosynthesis dataset with 1.9M reactions from patents (1976-2016) (1) Given the product [Br:11][C:12]1[C:16]2[S:17][CH:18]=[C:19]([CH2:20][CH2:21][CH2:22][CH2:23][CH2:24][CH3:25])[C:15]=2[S:14][CH:13]=1, predict the reactants needed to synthesize it. The reactants are: N1C2C(=CC=CC=2)C=CC=1.[Br:11][C:12]1[C:16]2[S:17][C:18](C(O)=O)=[C:19]([CH2:20][CH2:21][CH2:22][CH2:23][CH2:24][CH3:25])[C:15]=2[S:14][CH:13]=1. (2) Given the product [F:3][CH:4]([F:17])[O:5][C:6]1[CH:11]=[CH:10][C:9]([C:12]2([C:13]#[N:14])[CH2:24][CH2:23]2)=[CH:8][C:7]=1[O:15][CH3:16], predict the reactants needed to synthesize it. The reactants are: [Li]N.[F:3][CH:4]([F:17])[O:5][C:6]1[CH:11]=[CH:10][C:9]([CH2:12][C:13]#[N:14])=[CH:8][C:7]=1[O:15][CH3:16].CS(C)=O.Br[CH2:23][CH2:24]Cl. (3) The reactants are: [Br:1][C:2]1[N:3]=[C:4]([NH:15][CH:16]([CH3:18])[CH3:17])[C:5]([NH:8][CH2:9][C:10](OCC)=[O:11])=[N:6][CH:7]=1.C(O)(C(F)(F)F)=O. Given the product [Br:1][C:2]1[N:3]=[C:4]2[N:15]([CH:16]([CH3:18])[CH3:17])[C:10](=[O:11])[CH2:9][NH:8][C:5]2=[N:6][CH:7]=1, predict the reactants needed to synthesize it. (4) The reactants are: [CH2:1]([P:8](=[O:13])([O:11][CH3:12])[O:9][CH3:10])P(=O)(OC)OC.[H-].[Na+].[CH2:16]([O:23][N:24]([CH2:27][C@@H:28]([O:49][CH2:50][C:51]1[CH:56]=[CH:55][CH:54]=[CH:53][CH:52]=1)[C@@H:29]([O:41][CH2:42][C:43]1[CH:48]=[CH:47][CH:46]=[CH:45][CH:44]=1)[C@H:30]([O:33][CH2:34][C:35]1[CH:40]=[CH:39][CH:38]=[CH:37][CH:36]=1)[CH:31]=O)[CH:25]=[O:26])[C:17]1[CH:22]=[CH:21][CH:20]=[CH:19][CH:18]=1. Given the product [CH3:12][O:11][P:8](/[CH:1]=[CH:31]/[C@@H:30]([O:33][CH2:34][C:35]1[CH:36]=[CH:37][CH:38]=[CH:39][CH:40]=1)[C@H:29]([O:41][CH2:42][C:43]1[CH:48]=[CH:47][CH:46]=[CH:45][CH:44]=1)[C@H:28]([O:49][CH2:50][C:51]1[CH:52]=[CH:53][CH:54]=[CH:55][CH:56]=1)[CH2:27][N:24]([O:23][CH2:16][C:17]1[CH:22]=[CH:21][CH:20]=[CH:19][CH:18]=1)[CH:25]=[O:26])(=[O:13])[O:9][CH3:10], predict the reactants needed to synthesize it. (5) The reactants are: [CH3:1][O:2][C:3]1[CH:8]=[C:7]([CH3:9])[C:6]([S:10]([N:13]([CH2:15][C:16]2[O:20][CH:19]=[C:18]([C:21](O)=[O:22])[CH:17]=2)[CH3:14])(=[O:12])=[O:11])=[C:5]([CH3:24])[CH:4]=1.CCN=C=NCCCN(C)C.C1C=CC2N(O)N=NC=2C=1.CCN(C(C)C)C(C)C.Cl.Cl.[CH3:57][NH:58][CH2:59][C:60]1[CH:73]=[CH:72][C:63]([CH2:64][N:65]2[CH2:70][CH2:69][CH:68]([OH:71])[CH2:67][CH2:66]2)=[CH:62][CH:61]=1. Given the product [OH:71][CH:68]1[CH2:69][CH2:70][N:65]([CH2:64][C:63]2[CH:72]=[CH:73][C:60]([CH2:59][N:58]([CH3:57])[C:21]([C:18]3[CH:17]=[C:16]([CH2:15][N:13]([S:10]([C:6]4[C:7]([CH3:9])=[CH:8][C:3]([O:2][CH3:1])=[CH:4][C:5]=4[CH3:24])(=[O:11])=[O:12])[CH3:14])[O:20][CH:19]=3)=[O:22])=[CH:61][CH:62]=2)[CH2:66][CH2:67]1, predict the reactants needed to synthesize it. (6) Given the product [NH3:19].[CH2:1]([O:8][C:9]1[CH:14]=[CH:13][C:12](/[CH:35]=[CH:34]/[CH2:33][CH2:32][O:36][CH2:37][CH2:38][CH2:39][CH2:40][CH2:41][C:42]#[N:43])=[CH:11][C:10]=1[C@@H:16]([C:26]1[CH:31]=[CH:30][CH:29]=[CH:28][CH:27]=1)[CH2:17][CH2:18][N:19]([CH:23]([CH3:25])[CH3:24])[CH:20]([CH3:22])[CH3:21])[C:2]1[CH:7]=[CH:6][CH:5]=[CH:4][CH:3]=1, predict the reactants needed to synthesize it. The reactants are: [CH2:1]([O:8][C:9]1[CH:14]=[CH:13][C:12](Br)=[CH:11][C:10]=1[C@@H:16]([C:26]1[CH:31]=[CH:30][CH:29]=[CH:28][CH:27]=1)[CH2:17][CH2:18][N:19]([CH:23]([CH3:25])[CH3:24])[CH:20]([CH3:22])[CH3:21])[C:2]1[CH:7]=[CH:6][CH:5]=[CH:4][CH:3]=1.[CH2:32]([O:36][CH2:37][CH2:38][CH2:39][CH2:40][CH2:41][C:42]#[N:43])[CH2:33][CH:34]=[CH2:35].C(N(C(C)C)CC)(C)C.C1(C)C=CC=CC=1P(C1C=CC=CC=1C)C1C=CC=CC=1C. (7) Given the product [C:1]([NH:5][C:6]1[CH:7]=[C:8]([CH:12]=[CH:13][CH:14]=1)[C:9]([N:15]1[CH2:20][CH2:19][CH:18]([C:21]2[CH:22]=[C:23]([CH:33]=[CH:34][CH:35]=2)[CH2:24][NH:25][C:26](=[O:32])[O:27][C:28]([CH3:31])([CH3:29])[CH3:30])[CH2:17][CH2:16]1)=[O:11])(=[O:4])[CH:2]=[CH2:3], predict the reactants needed to synthesize it. The reactants are: [C:1]([NH:5][C:6]1[CH:7]=[C:8]([CH:12]=[CH:13][CH:14]=1)[C:9]([OH:11])=O)(=[O:4])[CH:2]=[CH2:3].[NH:15]1[CH2:20][CH2:19][CH:18]([C:21]2[CH:22]=[C:23]([CH:33]=[CH:34][CH:35]=2)[CH2:24][NH:25][C:26](=[O:32])[O:27][C:28]([CH3:31])([CH3:30])[CH3:29])[CH2:17][CH2:16]1.CCN=C=NCCCN(C)C.C1C=CC2N(O)N=NC=2C=1.CCN(C(C)C)C(C)C.